From a dataset of Full USPTO retrosynthesis dataset with 1.9M reactions from patents (1976-2016). Predict the reactants needed to synthesize the given product. Given the product [CH3:9][C:8]([CH3:11])([OH:10])[C:3]1[CH:4]=[CH:5][CH:6]=[CH:7][C:2]=1[OH:1], predict the reactants needed to synthesize it. The reactants are: [OH:1][C:2]1[CH:7]=[CH:6][CH:5]=[CH:4][C:3]=1[C:8](=[O:10])[CH3:9].[CH3:11][Li].Cl.